From a dataset of Reaction yield outcomes from USPTO patents with 853,638 reactions. Predict the reaction yield, written as a fraction of the theoretical maximum amount of product (1.0 means a 100% yield; for example, 0.34 means a 34% yield). (1) The reactants are C([Li])CCC.Br[C:7]1[CH:34]=[CH:33][C:10]([CH2:11][O:12][C:13]2[CH:14]=[N:15][C:16]([N:19]3[CH2:24][CH2:23][N:22]([C:25]([O:27][C:28]([CH3:31])([CH3:30])[CH3:29])=[O:26])[CH2:21][C@H:20]3[CH3:32])=[N:17][CH:18]=2)=[C:9]([F:35])[CH:8]=1.C[CH2:37][O:38]CC.CN(C)C=O. The catalyst is C1COCC1. The product is [F:35][C:9]1[CH:8]=[C:7]([CH:37]=[O:38])[CH:34]=[CH:33][C:10]=1[CH2:11][O:12][C:13]1[CH:14]=[N:15][C:16]([N:19]2[CH2:24][CH2:23][N:22]([C:25]([O:27][C:28]([CH3:31])([CH3:30])[CH3:29])=[O:26])[CH2:21][C@H:20]2[CH3:32])=[N:17][CH:18]=1. The yield is 0.830. (2) The reactants are [CH:1]([C:4]1[CH:18]=[C:17]([O:19][CH3:20])[CH:16]=[CH:15][C:5]=1[O:6][C:7]1[C:8]([NH2:14])=[N:9][C:10]([NH2:13])=[N:11][CH:12]=1)([CH3:3])[CH3:2].F[C:22](F)(F)[C:23](O)=[O:24].C(Cl)(=O)C.[Cl-].[Cl-].[Cl-].[Al+3]. The catalyst is ClC(Cl)C.O. The product is [NH2:13][C:10]1[N:9]=[C:8]([NH2:14])[C:7]([O:6][C:5]2[C:4]([CH:1]([CH3:3])[CH3:2])=[CH:18][C:17]([O:19][CH3:20])=[C:16]([C:23](=[O:24])[CH3:22])[CH:15]=2)=[CH:12][N:11]=1. The yield is 0.310. (3) The reactants are [N:1]1[C:5]2[CH:6]=[CH:7][CH:8]=[CH:9][C:4]=2[NH:3][C:2]=1[C:10]1[CH:17]=[CH:16][C:13]([CH2:14][OH:15])=[CH:12][CH:11]=1. The catalyst is C(Cl)Cl.C1COCC1.O=[Mn]=O. The product is [N:1]1[C:5]2[CH:6]=[CH:7][CH:8]=[CH:9][C:4]=2[NH:3][C:2]=1[C:10]1[CH:17]=[CH:16][C:13]([CH:14]=[O:15])=[CH:12][CH:11]=1. The yield is 0.420. (4) The reactants are Br[C:2]1[S:3][CH:4]=[CH:5][C:6]=1[C:7]([O:9]C)=O.Cl.[NH2:12][C:13]1[CH:18]=[C:17]([C:19]([O:21][CH3:22])=[O:20])[CH:16]=[CH:15][C:14]=1B(O)O.C([O-])(=O)C.[Na+].O. The catalyst is CN(C=O)C.C1C=CC(P(C2C=CC=CC=2)[C-]2C=CC=C2)=CC=1.C1C=CC(P(C2C=CC=CC=2)[C-]2C=CC=C2)=CC=1.Cl[Pd]Cl.[Fe+2]. The product is [O:9]=[C:7]1[C:6]2[CH:5]=[CH:4][S:3][C:2]=2[C:14]2[CH:15]=[CH:16][C:17]([C:19]([O:21][CH3:22])=[O:20])=[CH:18][C:13]=2[NH:12]1. The yield is 0.500. (5) The reactants are [CH3:1][C@H:2]1[CH2:7][NH:6][C@H:5]([CH3:8])[CH2:4][N:3]1[C@H:9]([C:24]1[CH:36]=[CH:35][C:27]([C:28]([N:30]([CH2:33][CH3:34])[CH2:31][CH3:32])=[O:29])=[CH:26][CH:25]=1)[C:10]1[CH:15]=[CH:14][CH:13]=[C:12]([O:16]S(C(F)(F)F)(=O)=O)[CH:11]=1.[I-].[Na+].C(N(CC)CC)C.[F:46][C:47]1[CH:54]=[CH:53][C:50]([CH2:51]Br)=[CH:49][CH:48]=1.[OH-].[Na+]. The catalyst is C(#N)C. The product is [CH3:1][C@H:2]1[CH2:7][N:6]([CH2:51][C:50]2[CH:53]=[CH:54][C:47]([F:46])=[CH:48][CH:49]=2)[C@H:5]([CH3:8])[CH2:4][N:3]1[C@H:9]([C:24]1[CH:25]=[CH:26][C:27]([C:28]([N:30]([CH2:31][CH3:32])[CH2:33][CH3:34])=[O:29])=[CH:35][CH:36]=1)[C:10]1[CH:15]=[CH:14][CH:13]=[C:12]([OH:16])[CH:11]=1. The yield is 0.840.